Predict which catalyst facilitates the given reaction. From a dataset of Catalyst prediction with 721,799 reactions and 888 catalyst types from USPTO. (1) Reactant: [OH:1][C:2]1([C:19]2[CH:24]=[CH:23][CH:22]=[CH:21][CH:20]=2)[CH2:18][CH:5]2[CH2:6][N:7]([CH2:9][C:10]([C:12]3[CH:17]=[CH:16][CH:15]=[CH:14][CH:13]=3)=[O:11])[CH2:8][CH:4]2[CH2:3]1.[BH4-].[Na+]. Product: [OH:11][CH:10]([C:12]1[CH:17]=[CH:16][CH:15]=[CH:14][CH:13]=1)[CH2:9][N:7]1[CH2:8][CH:4]2[CH2:3][C:2]([C:19]3[CH:20]=[CH:21][CH:22]=[CH:23][CH:24]=3)([OH:1])[CH2:18][CH:5]2[CH2:6]1. The catalyst class is: 8. (2) Reactant: C([N:8]([CH2:22][CH3:23])[C@@H:9]1[C@@H:13]([OH:14])[CH2:12][N:11]([C:15]([O:17][C:18]([CH3:21])([CH3:20])[CH3:19])=[O:16])[CH2:10]1)C1C=CC=CC=1.[CH2:24]([Si:26](Cl)([CH2:29][CH3:30])[CH2:27][CH3:28])[CH3:25]. Product: [CH2:22]([NH:8][C@@H:9]1[C@@H:13]([O:14][Si:26]([CH2:29][CH3:30])([CH2:27][CH3:28])[CH2:24][CH3:25])[CH2:12][N:11]([C:15]([O:17][C:18]([CH3:19])([CH3:20])[CH3:21])=[O:16])[CH2:10]1)[CH3:23]. The catalyst class is: 719. (3) Reactant: Br[C:2]1[CH:3]=[C:4]([C:8]2[C:9](=[O:31])[N:10]([CH3:30])[C:11]([N:20]3[CH2:24][CH2:23][CH2:22][CH:21]3[CH2:25][NH:26][CH:27]([CH3:29])[CH3:28])=[N:12][C:13]=2[C:14]2[CH:19]=[CH:18][N:17]=[CH:16][CH:15]=2)[CH:5]=[CH:6][CH:7]=1.[C:32]1(C)C(C)=CC=C[CH:37]=1.CN(C=O)C.[F-].[K+]. Product: [CH:27]([NH:26][CH2:25][CH:21]1[CH2:22][CH2:23][CH2:24][N:20]1[C:11]1[N:10]([CH3:30])[C:9](=[O:31])[C:8]([C:4]2[CH:5]=[CH:6][CH:7]=[C:2]([CH:32]=[CH2:37])[CH:3]=2)=[C:13]([C:14]2[CH:19]=[CH:18][N:17]=[CH:16][CH:15]=2)[N:12]=1)([CH3:29])[CH3:28]. The catalyst class is: 4.